This data is from Forward reaction prediction with 1.9M reactions from USPTO patents (1976-2016). The task is: Predict the product of the given reaction. (1) Given the reactants Cl[C:2]1[C:7]([C:8]([NH:10][C:11]2[C:12]([Cl:18])=[N:13][CH:14]=[CH:15][C:16]=2[CH3:17])=[O:9])=[CH:6][CH:5]=[CH:4][N:3]=1.O.O.O.O.O.O.O.O.O.O.O.O.P([O-])([O-])([O-])=O.[Na+].[Na+].[Na+].[CH:39]1([NH2:42])[CH2:41][CH2:40]1, predict the reaction product. The product is: [Cl:18][C:12]1[C:11]([NH:10][C:8]([C:7]2[C:2]([NH:42][CH:39]3[CH2:41][CH2:40]3)=[N:3][CH:4]=[CH:5][CH:6]=2)=[O:9])=[C:16]([CH3:17])[CH:15]=[CH:14][N:13]=1. (2) Given the reactants [OH:1][CH:2]([C:6]1[CH:11]=[CH:10][CH:9]=[C:8]([C:12]2[CH:13]=[C:14]3[C:20]([C:21]4[CH:26]=[CH:25][CH:24]=[CH:23][C:22]=4[O:27][CH3:28])=[CH:19][N:18](S(C4C=CC(C)=CC=4)(=O)=O)[C:15]3=[N:16][CH:17]=2)[N:7]=1)[C:3]([OH:5])=O.[CH3:39][NH:40][CH3:41].C(N(C(C)C)CC)(C)C.[OH-].[Na+], predict the reaction product. The product is: [OH:1][CH:2]([C:6]1[CH:11]=[CH:10][CH:9]=[C:8]([C:12]2[CH:13]=[C:14]3[C:20]([C:21]4[CH:26]=[CH:25][CH:24]=[CH:23][C:22]=4[O:27][CH3:28])=[CH:19][NH:18][C:15]3=[N:16][CH:17]=2)[N:7]=1)[C:3]([N:40]([CH3:41])[CH3:39])=[O:5]. (3) Given the reactants [Cl:1][C:2]1[CH:7]=[C:6]([N+:8]([O-])=O)[CH:5]=[CH:4][C:3]=1[S:11]([NH:14][C:15]1[CH:16]=[CH:17][C:18]2[CH2:22][O:21][B:20]([OH:23])[C:19]=2[CH:24]=1)(=[O:13])=[O:12], predict the reaction product. The product is: [NH2:8][C:6]1[CH:5]=[CH:4][C:3]([S:11]([NH:14][C:15]2[CH:16]=[CH:17][C:18]3[CH2:22][O:21][B:20]([OH:23])[C:19]=3[CH:24]=2)(=[O:12])=[O:13])=[C:2]([Cl:1])[CH:7]=1. (4) Given the reactants [I:1][C:2]1[CH:7]=[CH:6][C:5]([CH2:8][C:9]2[C:10]([O:17][Si:18]([CH:25]([CH3:27])[CH3:26])([CH:22]([CH3:24])[CH3:23])[CH:19]([CH3:21])[CH3:20])=[N:11][NH:12][C:13]=2[CH:14]([CH3:16])[CH3:15])=[CH:4][CH:3]=1.[H-].[Na+].[C:30]([O:38][CH2:39][CH2:40][CH2:41]Cl)(=[O:37])[C:31]1[CH:36]=[CH:35][CH:34]=[CH:33][CH:32]=1.[I-].[K+], predict the reaction product. The product is: [C:30]([O:38][CH2:39][CH2:40][CH2:41][N:12]1[C:13]([CH:14]([CH3:16])[CH3:15])=[C:9]([CH2:8][C:5]2[CH:4]=[CH:3][C:2]([I:1])=[CH:7][CH:6]=2)[C:10]([O:17][Si:18]([CH:25]([CH3:27])[CH3:26])([CH:22]([CH3:24])[CH3:23])[CH:19]([CH3:21])[CH3:20])=[N:11]1)(=[O:37])[C:31]1[CH:36]=[CH:35][CH:34]=[CH:33][CH:32]=1. (5) Given the reactants [OH:1][CH:2]([C:6]1[CH:11]=[CH:10][C:9]([C:12]2[N:16]=[C:15]([C:17]3[O:21][N:20]=[C:19]([C:22]4[CH:27]=[CH:26][CH:25]=[CH:24][CH:23]=4)[C:18]=3[C:28]([F:31])([F:30])[F:29])[O:14][N:13]=2)=[CH:8][CH:7]=1)[C:3]([OH:5])=O.[NH2:32][CH2:33][CH2:34][CH2:35][OH:36].CN1CCOCC1.CN(C(ON1N=NC2C=CC=NC1=2)=[N+](C)C)C.F[P-](F)(F)(F)(F)F, predict the reaction product. The product is: [OH:1][CH:2]([C:6]1[CH:11]=[CH:10][C:9]([C:12]2[N:16]=[C:15]([C:17]3[O:21][N:20]=[C:19]([C:22]4[CH:27]=[CH:26][CH:25]=[CH:24][CH:23]=4)[C:18]=3[C:28]([F:29])([F:30])[F:31])[O:14][N:13]=2)=[CH:8][CH:7]=1)[C:3]([NH:32][CH2:33][CH2:34][CH2:35][OH:36])=[O:5].